This data is from Catalyst prediction with 721,799 reactions and 888 catalyst types from USPTO. The task is: Predict which catalyst facilitates the given reaction. (1) Reactant: [CH:1]([C:3]1[CH:4]=[C:5]2[C:9](=[CH:10][CH:11]=1)[NH:8][CH:7]=[CH:6]2)=O.[Cl:12][C:13]1[CH:18]=[CH:17][C:16]([S:19]([CH2:22][C:23]#[N:24])(=[O:21])=[O:20])=[CH:15][CH:14]=1. Product: [Cl:12][C:13]1[CH:14]=[CH:15][C:16]([S:19]([C:22](=[CH:1][C:3]2[CH:4]=[C:5]3[C:9](=[CH:10][CH:11]=2)[NH:8][CH:7]=[CH:6]3)[C:23]#[N:24])(=[O:20])=[O:21])=[CH:17][CH:18]=1. The catalyst class is: 360. (2) Reactant: [NH:1]1[C:5]2=[N+:6]([O-])[CH:7]=[CH:8][CH:9]=[C:4]2[CH:3]=[CH:2]1.CS([Cl:15])(=O)=O.[OH-].[Na+]. Product: [Cl:15][C:9]1[CH:8]=[CH:7][N:6]=[C:5]2[NH:1][CH:2]=[CH:3][C:4]=12. The catalyst class is: 35. (3) Reactant: C[O:2][C:3]1[C:11]2[C:7](=[N:8][O:9][N:10]=2)[C:6]([N+:12]([O-:14])=[O:13])=[CH:5][CH:4]=1. Product: [N+:12]([C:6]1[C:7]2=[N:8][O:9][N:10]=[C:11]2[C:3]([OH:2])=[CH:4][CH:5]=1)([O-:14])=[O:13]. The catalyst class is: 74. (4) Reactant: [CH3:1][S:2]([CH2:5][C:6]([OH:8])=O)(=[O:4])=[O:3].O1CCCC1.C(Cl)(=O)C(Cl)=O.Cl.[NH2:21][C:22]1[N:23]=[C:24]2[CH:29]=[CH:28][C:27]([O:30][C:31]3[CH:32]=[CH:33][C:34]([CH3:47])=[C:35]([NH:37][C:38]([C:40]4[N:44]([CH3:45])[N:43]=[C:42]([CH3:46])[CH:41]=4)=[O:39])[CH:36]=3)=[N:26][N:25]2[CH:48]=1. Product: [CH3:45][N:44]1[C:40]([C:38]([NH:37][C:35]2[CH:36]=[C:31]([O:30][C:27]3[CH:28]=[CH:29][C:24]4[N:25]([CH:48]=[C:22]([NH:21][C:6](=[O:8])[CH2:5][S:2]([CH3:1])(=[O:4])=[O:3])[N:23]=4)[N:26]=3)[CH:32]=[CH:33][C:34]=2[CH3:47])=[O:39])=[CH:41][C:42]([CH3:46])=[N:43]1. The catalyst class is: 402. (5) Reactant: Cl[C:2]1[C:7]([C:8]#[N:9])=[CH:6][N:5]=[C:4]2[S:10][C:11]([C:13]3[CH:18]=[CH:17][CH:16]=[CH:15][CH:14]=3)=[CH:12][C:3]=12.[NH2:19][CH2:20][C:21]1[CH:22]=[C:23]2[C:27](=[CH:28][CH:29]=1)[NH:26][CH:25]=[CH:24]2.C(N(CC)C(C)C)(C)C. Product: [NH:26]1[C:27]2[C:23](=[CH:22][C:21]([CH2:20][NH:19][C:2]3[C:7]([C:8]#[N:9])=[CH:6][N:5]=[C:4]4[S:10][C:11]([C:13]5[CH:18]=[CH:17][CH:16]=[CH:15][CH:14]=5)=[CH:12][C:3]=34)=[CH:29][CH:28]=2)[CH:24]=[CH:25]1. The catalyst class is: 486. (6) Reactant: [F:1][C:2]1[C:3]([N:12]2[CH2:17][CH2:16][CH:15]([CH2:18][NH:19][C@@H:20]([C:22]3[C:31]4[C:26](=[CH:27][CH:28]=[CH:29][CH:30]=4)[CH:25]=[CH:24][CH:23]=3)[CH3:21])[CH:14]([C:32]3[CH:37]=[CH:36][CH:35]=[CH:34][CH:33]=3)[CH2:13]2)=[N:4][CH:5]=[C:6]([CH:11]=1)[C:7]([O:9][CH3:10])=[O:8].C(N(CC)CC)C.[C:45]([O:49][C:50](O[C:50]([O:49][C:45]([CH3:48])([CH3:47])[CH3:46])=[O:51])=[O:51])([CH3:48])([CH3:47])[CH3:46]. Product: [C:45]([O:49][C:50]([N:19]([CH2:18][CH:15]1[CH2:16][CH2:17][N:12]([C:3]2[C:2]([F:1])=[CH:11][C:6]([C:7]([O:9][CH3:10])=[O:8])=[CH:5][N:4]=2)[CH2:13][CH:14]1[C:32]1[CH:37]=[CH:36][CH:35]=[CH:34][CH:33]=1)[C@@H:20]([C:22]1[C:31]2[C:26](=[CH:27][CH:28]=[CH:29][CH:30]=2)[CH:25]=[CH:24][CH:23]=1)[CH3:21])=[O:51])([CH3:48])([CH3:47])[CH3:46]. The catalyst class is: 1.